Dataset: Catalyst prediction with 721,799 reactions and 888 catalyst types from USPTO. Task: Predict which catalyst facilitates the given reaction. (1) Reactant: Cl[C:2]1[N:15]=[C:14]([O:16][CH2:17][C:18]([F:21])([F:20])[F:19])[CH:13]=[CH:12][C:3]=1[C:4]([O:6][CH2:7][C:8]([F:11])([F:10])[F:9])=[O:5].[NH:22]1[CH2:27][CH2:26][O:25][CH2:24][CH2:23]1.C(N(CC)CC)C.O. Product: [O:25]1[CH2:26][CH2:27][N:22]([C:2]2[N:15]=[C:14]([O:16][CH2:17][C:18]([F:21])([F:20])[F:19])[CH:13]=[CH:12][C:3]=2[C:4]([O:6][CH2:7][C:8]([F:11])([F:10])[F:9])=[O:5])[CH2:23][CH2:24]1. The catalyst class is: 1. (2) Product: [CH3:37][C:22]1[C:21]([CH2:20][O:18][C:15]2[CH:14]=[CH:13][C:12]([CH2:11][CH2:10][CH2:9][CH2:8][N:3]3[CH:7]=[CH:6][N:5]=[N:4]3)=[CH:17][CH:16]=2)=[CH:26][CH:25]=[C:24]([C:27]2[CH:32]=[CH:31][C:30]([C:33]([F:35])([F:36])[F:34])=[CH:29][CH:28]=2)[N:23]=1. Reactant: [H-].[Na+].[N:3]1([CH2:8][CH2:9][CH2:10][CH2:11][C:12]2[CH:17]=[CH:16][C:15]([OH:18])=[CH:14][CH:13]=2)[CH:7]=[CH:6][N:5]=[N:4]1.Cl[CH2:20][C:21]1[C:22]([CH3:37])=[N:23][C:24]([C:27]2[CH:32]=[CH:31][C:30]([C:33]([F:36])([F:35])[F:34])=[CH:29][CH:28]=2)=[CH:25][CH:26]=1.O. The catalyst class is: 9. (3) Reactant: [CH3:1][O:2][C:3]1[CH:4]=[C:5]([CH:7]=[C:8]([C:10]([F:13])([F:12])[F:11])[CH:9]=1)N.N(OC(C)(C)C)=O.[I:21]I.OS([O-])=O.[Na+]. Product: [I:21][C:5]1[CH:7]=[C:8]([C:10]([F:13])([F:12])[F:11])[CH:9]=[C:3]([O:2][CH3:1])[CH:4]=1. The catalyst class is: 22. (4) Reactant: [C:1]([C:5]1[CH:6]=[C:7]([C:15]2[CH:23]=[CH:22][CH:21]=[C:20]3[C:16]=2[CH:17]=[CH:18][CH2:19]3)[CH:8]=[C:9]([C:11]([CH3:14])([CH3:13])[CH3:12])[CH:10]=1)([CH3:4])([CH3:3])[CH3:2].CS(C)=O.[Br:28]N1C(=O)CCC1=O.C1(C)C=CC(S(O)(=O)=O)=CC=1. Product: [Br:28][C:18]1[CH2:19][C:20]2[C:16]([CH:17]=1)=[C:15]([C:7]1[CH:8]=[C:9]([C:11]([CH3:14])([CH3:13])[CH3:12])[CH:10]=[C:5]([C:1]([CH3:2])([CH3:3])[CH3:4])[CH:6]=1)[CH:23]=[CH:22][CH:21]=2. The catalyst class is: 6.